This data is from Peptide-MHC class I binding affinity with 185,985 pairs from IEDB/IMGT. The task is: Regression. Given a peptide amino acid sequence and an MHC pseudo amino acid sequence, predict their binding affinity value. This is MHC class I binding data. (1) The peptide sequence is EVVDMLSTY. The MHC is HLA-A02:10 with pseudo-sequence YYAMYGEKVAHTHVDTLYVRFHYYTWAVLAYTWY. The binding affinity (normalized) is 0.0847. (2) The binding affinity (normalized) is 1.00. The peptide sequence is STNLCTHSFR. The MHC is HLA-A31:01 with pseudo-sequence HLA-A31:01. (3) The peptide sequence is APKEFRGAL. The MHC is HLA-B51:01 with pseudo-sequence HLA-B51:01. The binding affinity (normalized) is 0.0847.